This data is from Full USPTO retrosynthesis dataset with 1.9M reactions from patents (1976-2016). The task is: Predict the reactants needed to synthesize the given product. (1) Given the product [CH:14]([NH:17][C:2]1[C:3](=[O:13])[C:4]2[C:9]([C:10](=[O:12])[CH:11]=1)=[CH:8][CH:7]=[CH:6][CH:5]=2)([CH3:16])[CH3:15], predict the reactants needed to synthesize it. The reactants are: Br[C:2]1[C:3](=[O:13])[C:4]2[C:9]([C:10](=[O:12])[CH:11]=1)=[CH:8][CH:7]=[CH:6][CH:5]=2.[CH:14]([NH2:17])([CH3:16])[CH3:15]. (2) Given the product [C:1]([C:3]1[C:11]2[C:6](=[CH:7][C:8]([C:12]([OH:14])=[O:13])=[CH:9][CH:10]=2)[N:5]([CH2:16][CH3:17])[CH:4]=1)#[N:2], predict the reactants needed to synthesize it. The reactants are: [C:1]([C:3]1[C:11]2[C:6](=[CH:7][C:8]([C:12]([O:14]C)=[O:13])=[CH:9][CH:10]=2)[N:5]([CH2:16][CH3:17])[CH:4]=1)#[N:2].N1C2C(=CC=C(C(OC)=O)C=2)C=C1.[OH-].[Na+]. (3) The reactants are: [Li]CCCC.Br[C:7]1[CH:8]=[CH:9][C:10]([C:18]([OH:20])=[O:19])=[N:11][C:12]=1[O:13][CH2:14][CH:15]1[CH2:17][CH2:16]1.[O:21]1[CH2:24][C:23](=[O:25])[CH2:22]1. Given the product [CH:15]1([CH2:14][O:13][C:12]2[N:11]=[C:10]([C:18]([OH:20])=[O:19])[CH:9]=[CH:8][C:7]=2[C:23]2([OH:25])[CH2:24][O:21][CH2:22]2)[CH2:17][CH2:16]1, predict the reactants needed to synthesize it. (4) Given the product [Br:1][C:2]1[CH:11]=[C:10]2[C:5]([CH:6]=[N:7][C:8]([NH:13][C:14]3[CH:15]=[CH:16][C:17]([S:20]([NH:23][CH2:24][CH2:25][CH2:26][N:27]4[CH2:31][CH2:30][CH2:29][CH2:28]4)(=[O:22])=[O:21])=[CH:18][CH:19]=3)=[N:9]2)=[CH:4][CH:3]=1, predict the reactants needed to synthesize it. The reactants are: [Br:1][C:2]1[CH:11]=[C:10]2[C:5]([CH:6]=[N:7][C:8](Cl)=[N:9]2)=[CH:4][CH:3]=1.[NH2:13][C:14]1[CH:19]=[CH:18][C:17]([S:20]([NH:23][CH2:24][CH2:25][CH2:26][N:27]2[CH2:31][CH2:30][CH2:29][CH2:28]2)(=[O:22])=[O:21])=[CH:16][CH:15]=1.Cl.O1CCOCC1. (5) Given the product [Br:10][C:11]1[CH:16]=[CH:15][CH:14]=[CH:13][C:12]=1[S:17][C:28]1[CH:35]=[CH:34][C:31](/[CH:32]=[CH:20]/[C:21]([N:51]2[CH2:52][CH2:53][N:48]([C:54]([O:56][C:57]([CH3:60])([CH3:59])[CH3:58])=[O:55])[CH2:49][CH2:50]2)=[O:22])=[CH:30][C:29]=1[C:36]([F:39])([F:38])[F:37], predict the reactants needed to synthesize it. The reactants are: ClC1C=C(Cl)C=CC=1S.[Br:10][C:11]1[CH:16]=[CH:15][CH:14]=[CH:13][C:12]=1[SH:17].ClC1C=CC=C[C:20]=1[CH:21]=[O:22].F[C:28]1[CH:35]=[CH:34][C:31]([CH:32]=O)=[CH:30][C:29]=1[C:36]([F:39])([F:38])[F:37].NCCCCCCO.[N:48]1([C:54]([O:56][C:57]([CH3:60])([CH3:59])[CH3:58])=[O:55])[CH2:53][CH2:52][NH:51][CH2:50][CH2:49]1. (6) Given the product [C:23](=[N:14][CH2:13][C:11]1[CH:10]=[C:9]([CH3:15])[N:8]=[C:7]([N:2]2[CH:6]=[CH:5][N:4]=[CH:3]2)[N:12]=1)([C:24]1[CH:29]=[CH:28][CH:27]=[CH:26][CH:25]=1)[C:31]1[CH:36]=[CH:35][CH:34]=[CH:33][CH:32]=1, predict the reactants needed to synthesize it. The reactants are: Cl.[N:2]1([C:7]2[N:12]=[C:11]([CH2:13][NH2:14])[CH:10]=[C:9]([CH3:15])[N:8]=2)[CH:6]=[CH:5][N:4]=[CH:3]1.C(N(CC)CC)C.[C:23]([C:31]1[CH:36]=[CH:35][CH:34]=[CH:33][CH:32]=1)(=O)[C:24]1[CH:29]=[CH:28][CH:27]=[CH:26][CH:25]=1.O.C1(C)C=CC(S(O)(=O)=O)=CC=1. (7) The reactants are: [CH3:1][C:2]1[CH:7]=[CH:6][C:5]([C:8]2[O:9][C:10]([CH3:13])=[N:11][N:12]=2)=[CH:4][C:3]=1[C:14]1[CH:19]=[CH:18][C:17]([C:20](O)=[O:21])=[CH:16][CH:15]=1.[CH3:23][NH:24][CH2:25][CH2:26][C:27]1[CH:32]=[CH:31][CH:30]=[CH:29][CH:28]=1. Given the product [CH3:1][C:2]1[CH:7]=[CH:6][C:5]([C:8]2[O:9][C:10]([CH3:13])=[N:11][N:12]=2)=[CH:4][C:3]=1[C:14]1[CH:15]=[CH:16][C:17]([C:20]([N:24]([CH3:23])[CH2:25][CH2:26][C:27]2[CH:32]=[CH:31][CH:30]=[CH:29][CH:28]=2)=[O:21])=[CH:18][CH:19]=1, predict the reactants needed to synthesize it.